This data is from Forward reaction prediction with 1.9M reactions from USPTO patents (1976-2016). The task is: Predict the product of the given reaction. (1) Given the reactants [CH3:1][C@H:2]1[NH:7][CH2:6][CH2:5][N:4]([C:8]([C:10]2[CH:15]=[CH:14][CH:13]=[CH:12][CH:11]=2)=[O:9])[CH2:3]1.Cl[CH2:17][C:18]#[N:19].C(=O)([O-])[O-].[Na+].[Na+], predict the reaction product. The product is: [C:8]([N:4]1[CH2:5][CH2:6][N:7]([CH2:17][C:18]#[N:19])[C@H:2]([CH3:1])[CH2:3]1)(=[O:9])[C:10]1[CH:15]=[CH:14][CH:13]=[CH:12][CH:11]=1. (2) Given the reactants [OH:1][C@:2]([C:32]1[CH:36]=[C:35]([CH3:37])[O:34][N:33]=1)([CH3:31])[C:3]#[C:4][C:5]1[CH:6]=[CH:7][C:8]2[O:14][CH2:13][CH2:12][N:11]3[C:15]([C:21]([NH:23]C4CCOCC4)=[O:22])=[C:16]([C:18]([NH2:20])=[O:19])[N:17]=[C:10]3[C:9]=2[CH:30]=1.[F:38][C:39]1[CH:40]=[C:41]([CH:44]=[CH:45][CH:46]=1)[CH2:42]N, predict the reaction product. The product is: [F:38][C:39]1[CH:40]=[C:41]([CH:44]=[CH:45][CH:46]=1)[CH2:42][NH:20][C:18]([C:16]1[N:17]2[CH2:12][CH2:13][O:14][C:8]3[CH:7]=[CH:6][C:5]([C:4]#[C:3][C@@:2]([OH:1])([C:32]4[CH:36]=[C:35]([CH3:37])[O:34][N:33]=4)[CH3:31])=[CH:30][C:9]=3[C:10]2=[N:11][C:15]=1[C:21]([NH2:23])=[O:22])=[O:19]. (3) Given the reactants Br[C:2]1[N:6]([CH3:7])[CH:5]=[N:4][C:3]=1[C:8]1[CH:13]=[C:12]([C:14]#[N:15])[CH:11]=[CH:10][N:9]=1.[CH2:16]([O:18][C:19]1[CH:24]=[CH:23][C:22](B(O)O)=[CH:21][CH:20]=1)[CH3:17], predict the reaction product. The product is: [CH2:16]([O:18][C:19]1[CH:24]=[CH:23][C:22]([C:2]2[N:6]([CH3:7])[CH:5]=[N:4][C:3]=2[C:8]2[CH:13]=[C:12]([C:14]#[N:15])[CH:11]=[CH:10][N:9]=2)=[CH:21][CH:20]=1)[CH3:17]. (4) Given the reactants Cl[C:2]1[C:7]([C:8]#[C:9][C:10]2[CH:11]=[N:12][C:13]([NH2:16])=[CH:14][CH:15]=2)=[C:6]([CH2:17][CH3:18])[N:5]=[CH:4][N:3]=1.[C:19]([O-:22])([O-])=O.[Cs+].[Cs+].[CH3:25][CH2:26]O.[CH3:28][OH:29], predict the reaction product. The product is: [CH3:28][O:29][C:19](=[O:22])[C:26]1[CH:25]=[CH:2][C:7]([C:2]2[C:7]([C:8]#[C:9][C:10]3[CH:11]=[N:12][C:13]([NH2:16])=[CH:14][CH:15]=3)=[C:6]([CH2:17][CH3:18])[N:5]=[CH:4][N:3]=2)=[CH:6][CH:17]=1. (5) Given the reactants IC.[CH3:3][O:4][C:5](=[O:35])[CH2:6][C@H:7]1[C:11]2[CH:12]=[CH:13][C:14]([O:16][C@H:17]3[C:25]4[C:20](=[C:21]([C:26]5[C:31]([CH3:32])=[CH:30][C:29]([OH:33])=[CH:28][C:27]=5[CH3:34])[CH:22]=[CH:23][CH:24]=4)[CH2:19][CH2:18]3)=[CH:15][C:10]=2[O:9][CH2:8]1.[C:36]([O-])([O-])=O.[K+].[K+].CN(C)C=O, predict the reaction product. The product is: [CH3:3][O:4][C:5](=[O:35])[CH2:6][C@H:7]1[C:11]2[CH:12]=[CH:13][C:14]([O:16][C@H:17]3[C:25]4[C:20](=[C:21]([C:26]5[C:31]([CH3:32])=[CH:30][C:29]([O:33][CH3:36])=[CH:28][C:27]=5[CH3:34])[CH:22]=[CH:23][CH:24]=4)[CH2:19][CH2:18]3)=[CH:15][C:10]=2[O:9][CH2:8]1. (6) Given the reactants [C:1]([O:5][C:6]([NH:8][CH2:9][C:10]1[CH:11]=[CH:12][C:13]([F:19])=[C:14](B(O)O)[CH:15]=1)=[O:7])([CH3:4])([CH3:3])[CH3:2].Cl.Cl[C:22]1[CH:27]=[CH:26][N:25]=[CH:24][CH:23]=1.C([O-])([O-])=O.[Na+].[Na+], predict the reaction product. The product is: [C:1]([O:5][C:6](=[O:7])[NH:8][CH2:9][C:10]1[CH:11]=[CH:12][C:13]([F:19])=[C:14]([C:22]2[CH:27]=[CH:26][N:25]=[CH:24][CH:23]=2)[CH:15]=1)([CH3:4])([CH3:3])[CH3:2].